Dataset: Reaction yield outcomes from USPTO patents with 853,638 reactions. Task: Predict the reaction yield, written as a fraction of the theoretical maximum amount of product (1.0 means a 100% yield; for example, 0.34 means a 34% yield). (1) The reactants are [CH3:1][S:2](Cl)(=[O:4])=[O:3].[NH2:6][C:7]1[CH:16]=[CH:15][CH:14]=[C:13]2[C:8]=1[CH:9]=[CH:10][N:11]=[CH:12]2.C(O)(=O)CC(CC(O)=O)(C(O)=O)O. The catalyst is N1C=CC=CC=1. The product is [CH3:1][S:2]([NH:6][C:7]1[CH:16]=[CH:15][CH:14]=[C:13]2[C:8]=1[CH:9]=[CH:10][N:11]=[CH:12]2)(=[O:4])=[O:3]. The yield is 0.460. (2) The reactants are C[O:2][C:3](=O)[CH2:4][N:5]([CH2:10][CH2:11][C:12]1[CH:17]=[CH:16][C:15]([O:18][CH2:19][C:20]2[CH:25]=[CH:24][CH:23]=[C:22]([F:26])[CH:21]=2)=[C:14]([O:27][CH3:28])[CH:13]=1)[CH2:6][CH:7]1[CH2:9][CH2:8]1.[CH2:30]([NH2:32])[CH3:31].C[Al](C)C.CO. The catalyst is C1(C)C=CC=CC=1.O1CCCC1.CCCCCCC. The product is [F:26][C:22]1[CH:21]=[C:20]([CH:25]=[CH:24][CH:23]=1)[CH2:19][O:18][C:15]1[CH:16]=[CH:17][C:12]([CH2:11][CH2:10][N:5]([CH2:6][CH:7]2[CH2:8][CH2:9]2)[CH2:4][C:3]([NH:32][CH2:30][CH3:31])=[O:2])=[CH:13][C:14]=1[O:27][CH3:28]. The yield is 0.480. (3) The reactants are [CH2:1]([C:3]1[NH:4][CH:5]=[CH:6][CH:7]=1)[CH3:2].[CH3:8][C:9]1[CH:10]=[C:11]([S:16](Cl)(=[O:18])=[O:17])[CH:12]=[C:13]([CH3:15])[CH:14]=1.[H-].[Na+]. The catalyst is C1COCC1.CCOC(C)=O. The product is [CH3:15][C:13]1[CH:12]=[C:11]([S:16]([N:4]2[CH:5]=[CH:6][CH:7]=[C:3]2[CH2:1][CH3:2])(=[O:17])=[O:18])[CH:10]=[C:9]([CH3:8])[CH:14]=1. The yield is 0.670. (4) The reactants are [CH3:1][C:2]1[C:6]([CH2:7][N:8]2[CH:12]=[C:11]([N:13]3[C:17](=[O:18])[CH2:16][NH:15][C:14]3=[O:19])[CH:10]=[N:9]2)=[C:5]([CH3:20])[O:4][N:3]=1.[C:21](=O)([O-])[O-].[Cs+].[Cs+].IC.O. The catalyst is CN(C=O)C. The product is [CH3:1][C:2]1[C:6]([CH2:7][N:8]2[CH:12]=[C:11]([N:13]3[C:17](=[O:18])[CH2:16][N:15]([CH3:21])[C:14]3=[O:19])[CH:10]=[N:9]2)=[C:5]([CH3:20])[O:4][N:3]=1. The yield is 0.800. (5) The reactants are C([O:3][C:4](=[O:35])[CH2:5][N:6]1[CH2:11][CH2:10][CH2:9][CH:8]([NH:12][C:13]([C:15]2[CH:16]=[N:17][C:18]([O:21][CH2:22][C:23]3[C:24]([C:29]4[CH:34]=[CH:33][CH:32]=[CH:31][CH:30]=4)=[N:25][O:26][C:27]=3[CH3:28])=[CH:19][CH:20]=2)=[O:14])[CH2:7]1)C.O.[OH-].[Li+]. The catalyst is C1COCC1.O.CO.Cl. The product is [CH3:28][C:27]1[O:26][N:25]=[C:24]([C:29]2[CH:34]=[CH:33][CH:32]=[CH:31][CH:30]=2)[C:23]=1[CH2:22][O:21][C:18]1[N:17]=[CH:16][C:15]([C:13]([NH:12][CH:8]2[CH2:9][CH2:10][CH2:11][N:6]([CH2:5][C:4]([OH:35])=[O:3])[CH2:7]2)=[O:14])=[CH:20][CH:19]=1. The yield is 0.830. (6) The reactants are Cl.[CH:2]1[CH:3]=[N:4][N:5]2[CH:10]=[CH:9][C:8]3[CH2:11][CH2:12][CH:13]([CH2:14][CH2:15][NH2:16])[C:7]=3[C:6]=12.C(N(CC)CC)C.[C:24](O[C:24](=[O:27])[CH2:25][CH3:26])(=[O:27])[CH2:25][CH3:26].O. The catalyst is O1CCCC1. The product is [CH:2]1[CH:3]=[N:4][N:5]2[CH:10]=[CH:9][C:8]3[CH2:11][CH2:12][CH:13]([CH2:14][CH2:15][NH:16][C:24](=[O:27])[CH2:25][CH3:26])[C:7]=3[C:6]=12. The yield is 0.470. (7) The product is [CH3:13][S:14]([N:17]1[CH2:22][CH2:21][N:20]([C:2]([Cl:1])=[O:4])[CH2:19][C@H:18]1[CH3:23])(=[O:15])=[O:16]. The reactants are [Cl:1][C:2](Cl)([O:4]C(=O)OC(Cl)(Cl)Cl)Cl.[CH3:13][S:14]([N:17]1[CH2:22][CH2:21][NH:20][CH2:19][C@H:18]1[CH3:23])(=[O:16])=[O:15].N1C=CC=CC=1. The catalyst is C(Cl)Cl. The yield is 0.710.